This data is from Merck oncology drug combination screen with 23,052 pairs across 39 cell lines. The task is: Regression. Given two drug SMILES strings and cell line genomic features, predict the synergy score measuring deviation from expected non-interaction effect. (1) Drug 1: COc1cccc2c1C(=O)c1c(O)c3c(c(O)c1C2=O)CC(O)(C(=O)CO)CC3OC1CC(N)C(O)C(C)O1. Drug 2: Cn1c(=O)n(-c2ccc(C(C)(C)C#N)cc2)c2c3cc(-c4cnc5ccccc5c4)ccc3ncc21. Cell line: PA1. Synergy scores: synergy=-6.20. (2) Drug 1: NC(=O)c1cccc2cn(-c3ccc(C4CCCNC4)cc3)nc12. Drug 2: C#Cc1cccc(Nc2ncnc3cc(OCCOC)c(OCCOC)cc23)c1. Cell line: NCIH1650. Synergy scores: synergy=5.29. (3) Drug 1: COc1cc(C2c3cc4c(cc3C(OC3OC5COC(C)OC5C(O)C3O)C3COC(=O)C23)OCO4)cc(OC)c1O. Cell line: HCT116. Drug 2: COC1CC2CCC(C)C(O)(O2)C(=O)C(=O)N2CCCCC2C(=O)OC(C(C)CC2CCC(OP(C)(C)=O)C(OC)C2)CC(=O)C(C)C=C(C)C(O)C(OC)C(=O)C(C)CC(C)C=CC=CC=C1C. Synergy scores: synergy=8.40. (4) Drug 1: Cn1nnc2c(C(N)=O)ncn2c1=O. Drug 2: CNC(=O)c1cc(Oc2ccc(NC(=O)Nc3ccc(Cl)c(C(F)(F)F)c3)cc2)ccn1. Cell line: SKOV3. Synergy scores: synergy=12.0. (5) Cell line: MSTO. Drug 1: N#Cc1ccc(Cn2cncc2CN2CCN(c3cccc(Cl)c3)C(=O)C2)cc1. Synergy scores: synergy=-9.95. Drug 2: C#Cc1cccc(Nc2ncnc3cc(OCCOC)c(OCCOC)cc23)c1. (6) Drug 1: O=C(NOCC(O)CO)c1ccc(F)c(F)c1Nc1ccc(I)cc1F. Drug 2: COC1CC2CCC(C)C(O)(O2)C(=O)C(=O)N2CCCCC2C(=O)OC(C(C)CC2CCC(OP(C)(C)=O)C(OC)C2)CC(=O)C(C)C=C(C)C(O)C(OC)C(=O)C(C)CC(C)C=CC=CC=C1C. Cell line: UWB1289. Synergy scores: synergy=76.4. (7) Drug 1: CC(=O)OC1C(=O)C2(C)C(O)CC3OCC3(OC(C)=O)C2C(OC(=O)c2ccccc2)C2(O)CC(OC(=O)C(O)C(NC(=O)c3ccccc3)c3ccccc3)C(C)=C1C2(C)C. Drug 2: N#Cc1ccc(Cn2cncc2CN2CCN(c3cccc(Cl)c3)C(=O)C2)cc1. Cell line: HT144. Synergy scores: synergy=19.5. (8) Drug 1: CS(=O)(=O)CCNCc1ccc(-c2ccc3ncnc(Nc4ccc(OCc5cccc(F)c5)c(Cl)c4)c3c2)o1. Drug 2: O=C(NOCC(O)CO)c1ccc(F)c(F)c1Nc1ccc(I)cc1F. Cell line: EFM192B. Synergy scores: synergy=25.5. (9) Drug 1: CCN(CC)CCNC(=O)c1c(C)[nH]c(C=C2C(=O)Nc3ccc(F)cc32)c1C. Drug 2: COC1CC2CCC(C)C(O)(O2)C(=O)C(=O)N2CCCCC2C(=O)OC(C(C)CC2CCC(OP(C)(C)=O)C(OC)C2)CC(=O)C(C)C=C(C)C(O)C(OC)C(=O)C(C)CC(C)C=CC=CC=C1C. Cell line: SKOV3. Synergy scores: synergy=37.9.